From a dataset of Retrosynthesis with 50K atom-mapped reactions and 10 reaction types from USPTO. Predict the reactants needed to synthesize the given product. (1) Given the product O=C(NC12CC3CC(CC(C3)C1)C2)c1nc(-c2cccnc2)n2ccccc12, predict the reactants needed to synthesize it. The reactants are: O=C(NC12CC3CC(CC(C3)C1)C2)c1nc(Br)n2ccccc12.OB(O)c1cccnc1. (2) The reactants are: O=[N+]([O-])c1ccccc1NCCCN1CCN(C(c2ccccc2)c2ccccc2)CC1. Given the product Nc1ccccc1NCCCN1CCN(C(c2ccccc2)c2ccccc2)CC1, predict the reactants needed to synthesize it.